This data is from Catalyst prediction with 721,799 reactions and 888 catalyst types from USPTO. The task is: Predict which catalyst facilitates the given reaction. (1) Reactant: [F:1][C:2]1[CH:3]=[C:4]([N:8]2[CH:16](O)[C:15]3[C:10](=[CH:11][C:12]([CH3:19])=[C:13]([CH3:18])[CH:14]=3)[C:9]2=[O:20])[CH:5]=[CH:6][CH:7]=1.[C:21]([CH:26]=P(C1C=CC=CC=1)(C1C=CC=CC=1)C1C=CC=CC=1)([O:23]CC)=[O:22].Cl. Product: [F:1][C:2]1[CH:3]=[C:4]([N:8]2[C:9](=[O:20])[C:10]3[C:15](=[CH:14][C:13]([CH3:18])=[C:12]([CH3:19])[CH:11]=3)[CH:16]2[CH2:26][C:21]([OH:23])=[O:22])[CH:5]=[CH:6][CH:7]=1. The catalyst class is: 11. (2) The catalyst class is: 5. Product: [CH3:1][O:2][CH2:3][C:4]1[C:5]([N+:13]([O-:15])=[O:14])=[C:6]([CH2:10][CH:11]=[N:22][OH:23])[CH:7]=[CH:8][CH:9]=1. Reactant: [CH3:1][O:2][CH2:3][C:4]1[C:5]([N+:13]([O-:15])=[O:14])=[C:6]([CH2:10][CH:11]=O)[CH:7]=[CH:8][CH:9]=1.C([O-])(=O)C.[Na+].Cl.[NH2:22][OH:23]. (3) Reactant: Br[C:2]1[CH:7]=[CH:6][C:5]([Br:8])=[CH:4][CH:3]=1.[NH:9]1[CH2:14][CH2:13][O:12][CH2:11][C:10]1=[O:15].P([O-])([O-])([O-])=O.[K+].[K+].[K+].CNCCNC. Product: [Br:8][C:5]1[CH:6]=[CH:7][C:2]([N:9]2[CH2:14][CH2:13][O:12][CH2:11][C:10]2=[O:15])=[CH:3][CH:4]=1. The catalyst class is: 185. (4) Reactant: [CH2:1]([N:8]1[CH2:13][CH2:12][C:11]([C:15]2[CH:20]=[CH:19][C:18]([CH2:21][CH2:22][CH2:23][CH3:24])=[CH:17][CH:16]=2)(O)[CH2:10][CH2:9]1)[C:2]1[CH:7]=[CH:6][CH:5]=[CH:4][CH:3]=1.C(O)(C(F)(F)F)=O. Product: [CH2:1]([N:8]1[CH2:9][CH:10]=[C:11]([C:15]2[CH:16]=[CH:17][C:18]([CH2:21][CH2:22][CH2:23][CH3:24])=[CH:19][CH:20]=2)[CH2:12][CH2:13]1)[C:2]1[CH:3]=[CH:4][CH:5]=[CH:6][CH:7]=1. The catalyst class is: 2. (5) Reactant: [Cl:1][C:2]1[CH:26]=[CH:25][C:5]([CH2:6][N:7]2[CH2:12][CH2:11][N:10]([C:13]3[NH:14][C:15]4[C:20]([CH:21]=3)=[CH:19][C:18]([C:22]([NH2:24])=[O:23])=[CH:17][CH:16]=4)[CH2:9][CH2:8]2)=[CH:4][CH:3]=1.[OH-].[K+].I[CH:30]([CH3:32])[CH3:31]. Product: [Cl:1][C:2]1[CH:3]=[CH:4][C:5]([CH2:6][N:7]2[CH2:8][CH2:9][N:10]([C:13]3[N:14]([CH:30]([CH3:32])[CH3:31])[C:15]4[C:20]([CH:21]=3)=[CH:19][C:18]([C:22]([NH2:24])=[O:23])=[CH:17][CH:16]=4)[CH2:11][CH2:12]2)=[CH:25][CH:26]=1. The catalyst class is: 21. (6) Reactant: C([O-])(O)=O.[Na+].[CH3:6][N:7]([CH3:22])[C:8]1[CH:17]=[CH:16][CH:15]=[C:14]2[C:9]=1[CH:10]=[CH:11][CH:12]=[C:13]2[S:18](Cl)(=[O:20])=[O:19].[NH2:23][CH2:24][CH2:25][CH2:26][CH2:27][CH2:28][C:29]([OH:31])=[O:30].C(N(CC)CC)C. Product: [CH3:6][N:7]([CH3:22])[C:8]1[CH:17]=[CH:16][CH:15]=[C:14]2[C:9]=1[CH:10]=[CH:11][CH:12]=[C:13]2[S:18]([NH:23][CH2:24][CH2:25][CH2:26][CH2:27][CH2:28][C:29]([OH:31])=[O:30])(=[O:20])=[O:19]. The catalyst class is: 95.